Dataset: Forward reaction prediction with 1.9M reactions from USPTO patents (1976-2016). Task: Predict the product of the given reaction. Given the reactants [OH:1][CH2:2][C@@H:3]([C@@H:5](/[CH:7]=[CH:8]/[CH2:9][CH2:10][CH2:11][CH2:12][CH2:13][CH2:14][CH2:15][CH2:16][CH2:17][CH2:18][CH2:19][CH2:20][CH3:21])[OH:6])[NH2:4], predict the reaction product. The product is: [CH3:21][CH2:20][CH2:19][CH2:18][CH2:17][CH2:16][CH2:15][CH2:14][CH2:13][CH2:12][CH2:11][CH2:10][CH2:9]/[CH:8]=[CH:7]/[C@@H:5]([OH:6])[C@@H:3]([NH:4][C:2]([CH2:3][CH2:5][CH2:7][CH2:8][CH3:9])=[O:1])[CH2:2][OH:1].